Dataset: Catalyst prediction with 721,799 reactions and 888 catalyst types from USPTO. Task: Predict which catalyst facilitates the given reaction. (1) Reactant: [NH2:1][C:2]1[CH:3]=[C:4]2[C:8](=[CH:9][CH:10]=1)[NH:7][CH:6]=[CH:5]2.C(=O)([O-])O.[Na+].[Cl:16][C:17]1[N:18]=[C:19]2[N:23]([C:24]=1[S:25](Cl)(=[O:27])=[O:26])[CH2:22][CH2:21][S:20]2.C(Cl)(Cl)Cl.CO. Product: [NH:7]1[C:8]2[C:4](=[CH:3][C:2]([NH:1][S:25]([C:24]3[N:23]4[C:19]([S:20][CH2:21][CH2:22]4)=[N:18][C:17]=3[Cl:16])(=[O:26])=[O:27])=[CH:10][CH:9]=2)[CH:5]=[CH:6]1. The catalyst class is: 10. (2) Reactant: [BH4-].[Na+].[CH2:3]([C:5]1[CH:10]=[C:9]([C:11](OCC)=[O:12])[CH:8]=[CH:7][N:6]=1)[CH3:4]. Product: [CH2:3]([C:5]1[CH:10]=[C:9]([CH2:11][OH:12])[CH:8]=[CH:7][N:6]=1)[CH3:4]. The catalyst class is: 412.